From a dataset of Reaction yield outcomes from USPTO patents with 853,638 reactions. Predict the reaction yield, written as a fraction of the theoretical maximum amount of product (1.0 means a 100% yield; for example, 0.34 means a 34% yield). (1) The reactants are [O:1]1CCO[CH:2]1[C:6]1[CH:7]=[CH:8][C:9]([CH2:12][O:13][C:14]2[CH:19]=[CH:18][CH:17]=[CH:16][N:15]=2)=[N:10][CH:11]=1.CS(C)=O.Cl.[OH-].[Na+]. The catalyst is O1CCCC1. The product is [N:15]1[CH:16]=[CH:17][CH:18]=[CH:19][C:14]=1[O:13][CH2:12][C:9]1[N:10]=[CH:11][C:6]([CH:2]=[O:1])=[CH:7][CH:8]=1. The yield is 0.480. (2) The reactants are [F:1][C:2]1[CH:7]=[CH:6][C:5]([C:8]2[N:9]=[C:10]3[C:15]([CH3:16])=[N:14][CH:13]=[CH:12][N:11]3[CH:17]=2)=[CH:4][CH:3]=1.I[C:19]1[CH:24]=[CH:23][N:22]=[C:21]([S:25][CH3:26])[N:20]=1.C([O-])([O-])=O.[Cs+].[Cs+].C1C=CC(P(C2C=CC=CC=2)C2C=CC=CC=2)=CC=1. The catalyst is O.CC([O-])=O.CC([O-])=O.[Pd+2].CN(C=O)C. The product is [F:1][C:2]1[CH:3]=[CH:4][C:5]([C:8]2[N:9]=[C:10]3[C:15]([CH3:16])=[N:14][CH:13]=[CH:12][N:11]3[C:17]=2[C:19]2[CH:24]=[CH:23][N:22]=[C:21]([S:25][CH3:26])[N:20]=2)=[CH:6][CH:7]=1. The yield is 0.580. (3) The reactants are [CH2:1]([O:3][C:4]([C:6]1[CH:7]=[N:8][N:9]([C:11]2[N:15]([CH2:16][O:17][CH2:18][CH2:19][O:20][CH3:21])[C:14]3[CH:22]=[C:23]([Cl:34])[C:24](SC4C=C(C)C=CC=4)=[CH:25][C:13]=3[N:12]=2)[CH:10]=1)=[O:5])[CH3:2].ClC1C(S[C:54]2[CH:55]=[C:56]([CH3:60])[CH:57]=[CH:58][CH:59]=2)=CC2N=C(N3C=C(C(O)=O)C=N3)NC=2C=1.O[O:62][S:63]([O-:65])=O.[K+].S([O-])([O-])(=O)=S.[Na+].[Na+]. The catalyst is C([O-])(O)=O.[Na+].ClCCl.O.CO. The product is [CH2:1]([O:3][C:4]([C:6]1[CH:7]=[N:8][N:9]([C:11]2[N:15]([CH2:16][O:17][CH2:18][CH2:19][O:20][CH3:21])[C:14]3[CH:22]=[C:23]([Cl:34])[C:24]([S:63]([C:54]4[CH:55]=[C:56]([CH3:60])[CH:57]=[CH:58][CH:59]=4)(=[O:65])=[O:62])=[CH:25][C:13]=3[N:12]=2)[CH:10]=1)=[O:5])[CH3:2]. The yield is 0.620.